Task: Predict the reactants needed to synthesize the given product.. Dataset: Full USPTO retrosynthesis dataset with 1.9M reactions from patents (1976-2016) (1) The reactants are: [N:1]1([C:7]2[N:8]=[C:9]3[NH:17][C@H:16]([C:18]([F:21])([F:20])[F:19])[CH2:15][CH2:14][N:10]3[C:11](=[O:13])[CH:12]=2)[CH2:6][CH2:5][O:4][CH2:3][CH2:2]1.C(=O)([O-])[O-].[Cs+].[Cs+].Br[CH2:29][C:30]1[CH:35]=[CH:34][C:33]([F:36])=[C:32]([F:37])[C:31]=1[F:38]. Given the product [N:1]1([C:7]2[N:8]=[C:9]3[N:17]([CH2:29][C:30]4[CH:35]=[CH:34][C:33]([F:36])=[C:32]([F:37])[C:31]=4[F:38])[C@H:16]([C:18]([F:20])([F:21])[F:19])[CH2:15][CH2:14][N:10]3[C:11](=[O:13])[CH:12]=2)[CH2:6][CH2:5][O:4][CH2:3][CH2:2]1, predict the reactants needed to synthesize it. (2) Given the product [CH2:1]([NH:5][CH2:7][C:8]([OH:10])=[O:9])[CH:2]([CH3:4])[CH3:3], predict the reactants needed to synthesize it. The reactants are: [CH2:1]([NH2:5])[CH:2]([CH3:4])[CH3:3].Br[CH2:7][C:8]([OH:10])=[O:9].